This data is from Forward reaction prediction with 1.9M reactions from USPTO patents (1976-2016). The task is: Predict the product of the given reaction. (1) Given the reactants Cl.[Cl:2][C:3]1[C:4]([N:9]2[CH2:30][CH2:29][C:12]3[N:13]=[CH:14][N:15]=[C:16]([NH:17][C:18]4[CH:26]=[C:25]5[C:21]([C:22]([CH3:28])([CH3:27])[CH2:23][NH:24]5)=[CH:20][CH:19]=4)[C:11]=3[CH2:10]2)=[N:5][CH:6]=[CH:7][CH:8]=1.[CH3:31]N(C=O)C.C([O-])([O-])=O.[K+].[K+].CI, predict the reaction product. The product is: [Cl:2][C:3]1[C:4]([N:9]2[CH2:30][CH2:29][C:12]3[N:13]=[CH:14][N:15]=[C:16]([NH:17][C:18]4[CH:26]=[C:25]5[C:21]([C:22]([CH3:27])([CH3:28])[CH2:23][N:24]5[CH3:31])=[CH:20][CH:19]=4)[C:11]=3[CH2:10]2)=[N:5][CH:6]=[CH:7][CH:8]=1. (2) Given the reactants [Br:1][C:2]1[CH:7]=[CH:6][C:5]([O:8][CH3:9])=[CH:4][C:3]=1[C:10]1([C:13]([OH:15])=O)[CH2:12][CH2:11]1.C(Cl)(=O)C(Cl)=O.[Br-].O[C:24]1[CH:49]=[CH:48][CH:47]=[CH:46][C:25]=1[CH2:26][P+](C1C=CC=CC=1)(C1C=CC=CC=1)C1C=CC=CC=1, predict the reaction product. The product is: [Br:1][C:2]1[CH:7]=[CH:6][C:5]([O:8][CH3:9])=[CH:4][C:3]=1[C:10]1([C:13]2[O:15][C:24]3[CH:49]=[CH:48][CH:47]=[CH:46][C:25]=3[CH:26]=2)[CH2:11][CH2:12]1. (3) Given the reactants [O:1]=[C:2]1[CH2:11][CH2:10][CH2:9][C:8]2[CH:7]=[C:6]([O:12][C:13]3[CH:20]=[CH:19][C:16]([C:17]#[N:18])=[CH:15][CH:14]=3)[CH:5]=[CH:4][C:3]1=2.[OH-:21].[K+], predict the reaction product. The product is: [O:1]=[C:2]1[CH2:11][CH2:10][CH2:9][C:8]2[CH:7]=[C:6]([O:12][C:13]3[CH:14]=[CH:15][C:16]([C:17]([NH2:18])=[O:21])=[CH:19][CH:20]=3)[CH:5]=[CH:4][C:3]1=2. (4) Given the reactants [Si:1]([O:18][CH2:19][C:20]([O:22]CC)=O)([C:14]([CH3:17])([CH3:16])[CH3:15])([C:8]1[CH:13]=[CH:12][CH:11]=[CH:10][CH:9]=1)[C:2]1[CH:7]=[CH:6][CH:5]=[CH:4][CH:3]=1.[CH3:25][CH2:26]CCCC.CC(C[AlH]CC(C)C)C.C1(C)C=CC=CC=1, predict the reaction product. The product is: [CH2:25]([CH:19]([O:18][Si:1]([C:14]([CH3:16])([CH3:15])[CH3:17])([C:2]1[CH:3]=[CH:4][CH:5]=[CH:6][CH:7]=1)[C:8]1[CH:9]=[CH:10][CH:11]=[CH:12][CH:13]=1)[CH:20]=[O:22])[CH3:26]. (5) Given the reactants [N:1]1[CH:6]=[CH:5][CH:4]=[C:3]([C:7]([C:9]2[CH:10]=[CH:11][C:12]3[S:17][C:16]4[N:18]=[CH:19][CH:20]=[N:21][C:15]=4[N:14]([CH2:22][O:23][CH3:24])[C:13]=3[CH:25]=2)=[CH2:8])[CH:2]=1.[H][H], predict the reaction product. The product is: [N:1]1[CH:6]=[CH:5][CH:4]=[C:3]([CH:7]([C:9]2[CH:10]=[CH:11][C:12]3[S:17][C:16]4[N:18]=[CH:19][CH:20]=[N:21][C:15]=4[N:14]([CH2:22][O:23][CH3:24])[C:13]=3[CH:25]=2)[CH3:8])[CH:2]=1.